From a dataset of Forward reaction prediction with 1.9M reactions from USPTO patents (1976-2016). Predict the product of the given reaction. Given the reactants [CH3:1][O:2][C:3]([C:5]1[C:10]([NH2:11])=[N:9][CH:8]=[CH:7][N:6]=1)=[O:4].Br[C:13]1[CH:14]=[N:15][CH:16]=[CH:17][CH:18]=1.C1(P(C2C=CC=CC=2)C2C3OC4C(=CC=CC=4P(C4C=CC=CC=4)C4C=CC=CC=4)C(C)(C)C=3C=CC=2)C=CC=CC=1, predict the reaction product. The product is: [CH3:1][O:2][C:3]([C:5]1[C:10]([NH:11][C:13]2[CH:14]=[N:15][CH:16]=[CH:17][CH:18]=2)=[N:9][CH:8]=[CH:7][N:6]=1)=[O:4].